Dataset: Forward reaction prediction with 1.9M reactions from USPTO patents (1976-2016). Task: Predict the product of the given reaction. (1) The product is: [CH2:23]([C:24]1[O:21][C:3]2[C:2]([N:1]=1)=[CH:19][C:6]1[CH2:7][CH2:8][N:9]([C:12]([O:14][C:15]([CH3:17])([CH3:18])[CH3:16])=[O:13])[CH2:10][CH2:11][C:5]=1[C:4]=2[CH3:20])[CH3:22]. Given the reactants [NH2:1][C:2]1[C:3]([OH:21])=[C:4]([CH3:20])[C:5]2[CH2:11][CH2:10][N:9]([C:12]([O:14][C:15]([CH3:18])([CH3:17])[CH3:16])=[O:13])[CH2:8][CH2:7][C:6]=2[CH:19]=1.[C:22](OC)(OC)(OC)[CH2:23][CH3:24].C1(C)C=CC(S([O-])(=O)=O)=CC=1.[NH+]1C=CC=CC=1, predict the reaction product. (2) Given the reactants [C:1]([O:5][C:6](=[O:29])[C@@H:7]([NH:13][C:14](=[O:28])[CH2:15][CH2:16][CH2:17][CH2:18][CH2:19][CH2:20][CH2:21][CH2:22][CH2:23][CH2:24][CH2:25][CH2:26][CH3:27])[CH2:8][CH2:9][C:10]([OH:12])=[O:11])([CH3:4])([CH3:3])[CH3:2].FC(F)(F)C(O[C:35]1[C:40]([F:41])=[C:39]([F:42])[C:38]([F:43])=[C:37]([F:44])[C:36]=1[F:45])=O.N1C=CC=CC=1.C(O)(=O)CC(CC(O)=O)(C(O)=O)O, predict the reaction product. The product is: [C:14]([NH:13][C@@H:7]([CH2:8][CH2:9][C:10]([O:12][C:35]1[C:36]([F:45])=[C:37]([F:44])[C:38]([F:43])=[C:39]([F:42])[C:40]=1[F:41])=[O:11])[C:6]([O:5][C:1]([CH3:2])([CH3:3])[CH3:4])=[O:29])(=[O:28])[CH2:15][CH2:16][CH2:17][CH2:18][CH2:19][CH2:20][CH2:21][CH2:22][CH2:23][CH2:24][CH2:25][CH2:26][CH3:27]. (3) Given the reactants [CH3:1][O:2][C:3]([C:5]1[CH:10]=[CH:9][C:8]([N:11]2[CH2:16][CH2:15][N:14]([C:17]([O:19][C:20]([CH3:23])([CH3:22])[CH3:21])=[O:18])[CH2:13][CH2:12]2)=[C:7]([N+:24]([O-])=O)[CH:6]=1)=[O:4].C(O)(=O)C.O, predict the reaction product. The product is: [NH2:24][C:7]1[CH:6]=[C:5]([C:3]([O:2][CH3:1])=[O:4])[CH:10]=[CH:9][C:8]=1[N:11]1[CH2:12][CH2:13][N:14]([C:17]([O:19][C:20]([CH3:23])([CH3:22])[CH3:21])=[O:18])[CH2:15][CH2:16]1. (4) Given the reactants [Cl:1][C:2]1[C:3]([C:14]2[N:18]([CH3:19])[C:17]3[CH:20]=[CH:21][CH:22]=[CH:23][C:16]=3[N:15]=2)=[CH:4][C:5]([N:8]2[CH2:13][CH2:12][NH:11][CH2:10][CH2:9]2)=[N:6][CH:7]=1.CCN(C(C)C)C(C)C.[C:33](Cl)(=[O:35])[CH3:34], predict the reaction product. The product is: [C:33]([N:11]1[CH2:10][CH2:9][N:8]([C:5]2[CH:4]=[C:3]([C:14]3[N:18]([CH3:19])[C:17]4[CH:20]=[CH:21][CH:22]=[CH:23][C:16]=4[N:15]=3)[C:2]([Cl:1])=[CH:7][N:6]=2)[CH2:13][CH2:12]1)(=[O:35])[CH3:34]. (5) Given the reactants [NH2:1][C:2]1[S:3][C:4]([CH3:11])=[CH:5][C:6]=1[C:7]([O:9]C)=O.ClC(Cl)(O[C:16](=[O:22])OC(Cl)(Cl)Cl)Cl.C(N(CC)CC)C.[C:31]1([CH2:37][CH2:38][NH2:39])[CH:36]=[CH:35][CH:34]=[CH:33][CH:32]=1, predict the reaction product. The product is: [CH3:11][C:4]1[S:3][C:2]2[NH:1][C:16](=[O:22])[N:39]([CH2:38][CH2:37][C:31]3[CH:36]=[CH:35][CH:34]=[CH:33][CH:32]=3)[C:7](=[O:9])[C:6]=2[CH:5]=1. (6) Given the reactants [CH3:1][C:2]1([CH3:32])[N:6]([C:7]([O:9][C:10]([CH3:13])([CH3:12])[CH3:11])=[O:8])[C@@H:5]([CH2:14][CH2:15][C:16]2[CH:21]=[CH:20][C:19]([NH:22][C:23]3[N:28]=[CH:27][C:26]([S:29]([CH3:31])=[O:30])=[CH:25][N:24]=3)=[CH:18][CH:17]=2)[CH2:4][O:3]1.[O-:33]S([O-])=O.[Na+].[Na+], predict the reaction product. The product is: [CH3:1][C:2]1([CH3:32])[N:6]([C:7]([O:9][C:10]([CH3:11])([CH3:12])[CH3:13])=[O:8])[C@@H:5]([CH2:14][CH2:15][C:16]2[CH:21]=[CH:20][C:19]([NH:22][C:23]3[N:28]=[CH:27][C:26]([S:29]([CH3:31])(=[O:33])=[O:30])=[CH:25][N:24]=3)=[CH:18][CH:17]=2)[CH2:4][O:3]1. (7) The product is: [C:13]([O:12][C:10](=[O:11])[CH2:9][CH2:8][C:5]1[CH:6]=[CH:7][C:2]([Cl:1])=[C:3]([NH2:17])[CH:4]=1)([CH3:16])([CH3:14])[CH3:15]. Given the reactants [Cl:1][C:2]1[CH:7]=[CH:6][C:5](/[CH:8]=[CH:9]/[C:10]([O:12][C:13]([CH3:16])([CH3:15])[CH3:14])=[O:11])=[CH:4][C:3]=1[N+:17]([O-])=O.C1CCCCC1.C(OCC)(=O)C, predict the reaction product.